Dataset: Full USPTO retrosynthesis dataset with 1.9M reactions from patents (1976-2016). Task: Predict the reactants needed to synthesize the given product. (1) Given the product [C:12]([S:15]([C:2]1[CH:9]=[CH:8][CH:7]=[CH:6][C:3]=1[C:4]#[N:5])(=[O:24])=[O:27])([CH3:14])([CH3:13])[CH3:11], predict the reactants needed to synthesize it. The reactants are: F[C:2]1[CH:9]=[CH:8][CH:7]=[CH:6][C:3]=1[C:4]#[N:5].[Na].[CH3:11][C:12]([S-:15])([CH3:14])[CH3:13].C1C=C(Cl)C=C(C(OO)=[O:24])C=1.[OH-:27].[Na+]. (2) Given the product [CH3:20][O:19][C:17]([C:12]1[C:5]2[C:4](=[CH:9][C:8]([O:10][CH3:11])=[CH:7][CH:6]=2)[C:3](=[O:2])[N:14]([CH2:15][CH3:22])[CH:13]=1)=[O:18], predict the reactants needed to synthesize it. The reactants are: C[O:2][C:3](=O)[C:4]1[CH:9]=[C:8]([O:10][CH3:11])[CH:7]=[CH:6][C:5]=1[C:12]([C:17]([O:19][CH3:20])=[O:18])=[CH:13][N:14](C)[CH3:15].[CH2:22](N)C.CCN(C(C)C)C(C)C.